Dataset: Catalyst prediction with 721,799 reactions and 888 catalyst types from USPTO. Task: Predict which catalyst facilitates the given reaction. Reactant: [Cl:1][C:2]1[CH:26]=[CH:25][C:5]([CH2:6][N:7]2[C:15]3[C:10](=[CH:11][C:12]([NH:16][C:17](=[O:23])[O:18][C:19]([CH3:22])([CH3:21])[CH3:20])=[CH:13][CH:14]=3)[CH:9]=[C:8]2[CH3:24])=[CH:4][CH:3]=1.I[CH3:28].[H-].[Na+]. Product: [Cl:1][C:2]1[CH:26]=[CH:25][C:5]([CH2:6][N:7]2[C:15]3[C:10](=[CH:11][C:12]([N:16]([CH3:28])[C:17](=[O:23])[O:18][C:19]([CH3:21])([CH3:22])[CH3:20])=[CH:13][CH:14]=3)[CH:9]=[C:8]2[CH3:24])=[CH:4][CH:3]=1. The catalyst class is: 35.